Task: Binary Classification. Given a T-cell receptor sequence (or CDR3 region) and an epitope sequence, predict whether binding occurs between them.. Dataset: TCR-epitope binding with 47,182 pairs between 192 epitopes and 23,139 TCRs (1) The epitope is SEETGTLIV. The TCR CDR3 sequence is CASSSRLAGASTTQETQYF. Result: 0 (the TCR does not bind to the epitope). (2) The epitope is LPPIVAKEI. The TCR CDR3 sequence is CASSVRSGDTQYF. Result: 0 (the TCR does not bind to the epitope). (3) Result: 0 (the TCR does not bind to the epitope). The epitope is LQPFPQPELPYPQPQ. The TCR CDR3 sequence is CASSMPNNEQFF. (4) The epitope is VLAWLYAAV. The TCR CDR3 sequence is CASSVRAGITEAFF. Result: 1 (the TCR binds to the epitope). (5) Result: 1 (the TCR binds to the epitope). The TCR CDR3 sequence is CASSLVSVSPTDTQYF. The epitope is LLMPILTLT.